Dataset: Reaction yield outcomes from USPTO patents with 853,638 reactions. Task: Predict the reaction yield, written as a fraction of the theoretical maximum amount of product (1.0 means a 100% yield; for example, 0.34 means a 34% yield). (1) The reactants are [C:1]([N:4]1[CH2:9][CH2:8][CH:7]([C:10]([N:12]([C:32]2[CH:37]=[CH:36][C:35]([Cl:38])=[C:34]([Cl:39])[CH:33]=2)[CH2:13][CH2:14][CH2:15][N:16]2[CH2:21][CH2:20][CH:19]([NH:22][C:23]3[CH:28]=[CH:27][C:26]([N+:29]([O-])=O)=[CH:25][CH:24]=3)[CH2:18][CH2:17]2)=[O:11])[CH2:6][CH2:5]1)(=[O:3])[CH3:2].[BH4-].[Na+].C(OCC)(=O)C.O. The catalyst is C(OC(C)C)(C)C.CCCCCC.[Ni](Br)Br. The product is [C:1]([N:4]1[CH2:5][CH2:6][CH:7]([C:10]([N:12]([CH2:13][CH2:14][CH2:15][N:16]2[CH2:17][CH2:18][CH:19]([NH:22][C:23]3[CH:24]=[CH:25][C:26]([NH2:29])=[CH:27][CH:28]=3)[CH2:20][CH2:21]2)[C:32]2[CH:37]=[CH:36][C:35]([Cl:38])=[C:34]([Cl:39])[CH:33]=2)=[O:11])[CH2:8][CH2:9]1)(=[O:3])[CH3:2]. The yield is 0.640. (2) The reactants are F[B-](F)(F)F.[Cl:6][C:7]1[CH:8]=[C:9]([N+]#N)[CH:10]=[C:11]([Cl:14])[C:12]=1[Cl:13].[OH2:17]. The catalyst is O.O.O.[N+]([O-])([O-])=O.[Cu+2].[N+]([O-])([O-])=O.[Cu-]=O. The product is [Cl:6][C:7]1[CH:8]=[C:9]([OH:17])[CH:10]=[C:11]([Cl:14])[C:12]=1[Cl:13]. The yield is 0.490. (3) The reactants are C[O:2][C:3](=[O:15])[C:4]1[CH:9]=[C:8]([CH2:10][CH3:11])[C:7]([O:12][CH3:13])=[N:6][C:5]=1[CH3:14].[OH-].[Na+].Cl.C(=O)([O-])O.[Na+]. The catalyst is CO.O. The product is [CH2:10]([C:8]1[C:7]([O:12][CH3:13])=[N:6][C:5]([CH3:14])=[C:4]([CH:9]=1)[C:3]([OH:15])=[O:2])[CH3:11]. The yield is 0.820. (4) The reactants are [CH3:1][S:2]([O:5][CH:6]1[CH2:9][N:8](C(C2C=CC=CC=2)C2C=CC=CC=2)[CH2:7]1)(=[O:4])=[O:3].[Cl:23]CCOC(Cl)=O. The product is [ClH:23].[CH3:1][S:2]([O:5][CH:6]1[CH2:9][NH:8][CH2:7]1)(=[O:4])=[O:3]. The catalyst is ClCCl. The yield is 1.00. (5) The reactants are [CH3:1][O:2][C:3]1[CH:4]=[CH:5][C:6]([NH:11][C:12]2[C:13]3[N:14]([N:40]=[CH:41][N:42]=3)[CH:15]=[C:16]([N:18]3[CH2:23][CH2:22][CH2:21][CH:20]([C:24]([NH:26][C:27]4[CH:39]=[CH:38][C:30]([C:31]([O:33]C(C)(C)C)=[O:32])=[CH:29][CH:28]=4)=[O:25])[CH2:19]3)[CH:17]=2)=[N:7][C:8]=1[O:9][CH3:10].C(O)(C(F)(F)F)=O.C(Cl)[Cl:51]. No catalyst specified. The product is [ClH:51].[CH3:1][O:2][C:3]1[CH:4]=[CH:5][C:6]([NH:11][C:12]2[C:13]3[N:14]([N:40]=[CH:41][N:42]=3)[CH:15]=[C:16]([N:18]3[CH2:23][CH2:22][CH2:21][CH:20]([C:24]([NH:26][C:27]4[CH:28]=[CH:29][C:30]([C:31]([OH:33])=[O:32])=[CH:38][CH:39]=4)=[O:25])[CH2:19]3)[CH:17]=2)=[N:7][C:8]=1[O:9][CH3:10]. The yield is 0.560. (6) The reactants are [CH3:1][C:2]([C:10]1[O:14][CH:13]=[N:12][CH:11]=1)([C:4]1[CH:9]=[CH:8][CH:7]=[CH:6][CH:5]=1)[CH3:3].[Cl:15][S:16](O)(=[O:18])=[O:17]. No catalyst specified. The product is [CH3:3][C:2]([C:4]1[CH:9]=[CH:8][C:7]([S:16]([Cl:15])(=[O:18])=[O:17])=[CH:6][CH:5]=1)([C:10]1[O:14][CH:13]=[N:12][CH:11]=1)[CH3:1]. The yield is 0.630. (7) The reactants are [NH2:1][C:2]1[CH:23]=[CH:22][C:5]([O:6][C:7]2[CH:8]=[CH:9][C:10]3[N:11]([CH:13]=[C:14]([NH:16][C:17]([CH:19]4[CH2:21][CH2:20]4)=[O:18])[N:15]=3)[N:12]=2)=[CH:4][CH:3]=1.C(N(CC)CC)C.[CH3:31][N:32]1[C:36]([C:37](Cl)=[O:38])=[CH:35][C:34]([CH3:40])=[N:33]1. The catalyst is O1CCCC1. The product is [CH:19]1([C:17]([NH:16][C:14]2[N:15]=[C:10]3[CH:9]=[CH:8][C:7]([O:6][C:5]4[CH:22]=[CH:23][C:2]([NH:1][C:37]([C:36]5[N:32]([CH3:31])[N:33]=[C:34]([CH3:40])[CH:35]=5)=[O:38])=[CH:3][CH:4]=4)=[N:12][N:11]3[CH:13]=2)=[O:18])[CH2:20][CH2:21]1. The yield is 0.270.